Dataset: Peptide-MHC class II binding affinity with 134,281 pairs from IEDB. Task: Regression. Given a peptide amino acid sequence and an MHC pseudo amino acid sequence, predict their binding affinity value. This is MHC class II binding data. (1) The peptide sequence is RLATAIAGAWENGVC. The MHC is DRB1_0301 with pseudo-sequence DRB1_0301. The binding affinity (normalized) is 0. (2) The peptide sequence is TAAFGVLLSNFGAPS. The MHC is DRB1_0701 with pseudo-sequence DRB1_0701. The binding affinity (normalized) is 0.228. (3) The peptide sequence is VLKSLTRIMDFIIYR. The MHC is DRB1_0301 with pseudo-sequence DRB1_0301. The binding affinity (normalized) is 1.00. (4) The peptide sequence is SQDLELSWNLWGLQAY. The binding affinity (normalized) is 0.798. The MHC is DRB1_1302 with pseudo-sequence DRB1_1302.